Dataset: Catalyst prediction with 721,799 reactions and 888 catalyst types from USPTO. Task: Predict which catalyst facilitates the given reaction. Reactant: [CH3:1][O:2][C:3](=[O:15])[CH2:4][CH2:5][C:6]1[CH:11]=[CH:10][C:9]([CH2:12]O)=[CH:8][C:7]=1[CH3:14].C(N(CC)CC)C.S(Cl)([Cl:25])=O.O. Product: [CH3:1][O:2][C:3](=[O:15])[CH2:4][CH2:5][C:6]1[CH:11]=[CH:10][C:9]([CH2:12][Cl:25])=[CH:8][C:7]=1[CH3:14]. The catalyst class is: 2.